Dataset: Full USPTO retrosynthesis dataset with 1.9M reactions from patents (1976-2016). Task: Predict the reactants needed to synthesize the given product. (1) Given the product [NH2:26][C:23]1[CH:24]=[CH:25][C:20]([O:19][C:13]2[C:12]3[C:17](=[CH:18][C:9]([OH:8])=[C:10]([O:29][CH3:30])[CH:11]=3)[N:16]=[CH:15][CH:14]=2)=[CH:21][CH:22]=1, predict the reactants needed to synthesize it. The reactants are: C([O:8][C:9]1[CH:18]=[C:17]2[C:12]([C:13]([O:19][C:20]3[CH:25]=[CH:24][C:23]([N+:26]([O-])=O)=[CH:22][CH:21]=3)=[CH:14][CH:15]=[N:16]2)=[CH:11][C:10]=1[O:29][CH3:30])C1C=CC=CC=1.C(O[K])=O. (2) Given the product [Br:13][CH:6]1[CH2:5][CH2:4][C:3]2[C:8](=[CH:9][CH:10]=[CH:11][C:2]=2[Br:1])[C:7]1=[O:12], predict the reactants needed to synthesize it. The reactants are: [Br:1][C:2]1[CH:11]=[CH:10][CH:9]=[C:8]2[C:3]=1[CH2:4][CH2:5][CH2:6][C:7]2=[O:12].[Br:13]Br. (3) Given the product [CH:1]1([CH:7]([NH:27][C:28]2[CH:33]=[CH:32][C:31]([C:34]([NH:36][CH2:37][CH2:38][C:39]([OH:41])=[O:40])=[O:35])=[CH:30][CH:29]=2)[C:8]2[O:9][C:10]3[CH:17]=[CH:16][C:15]([O:18][CH2:19][C:20]4[CH:25]=[CH:24][N:23]=[C:22]([F:26])[CH:21]=4)=[CH:14][C:11]=3[C:12]=2[CH3:13])[CH2:6][CH2:5][CH2:4][CH2:3][CH2:2]1, predict the reactants needed to synthesize it. The reactants are: [CH:1]1([CH:7]([NH:27][C:28]2[CH:33]=[CH:32][C:31]([C:34]([NH:36][CH2:37][CH2:38][C:39]([O:41]CC)=[O:40])=[O:35])=[CH:30][CH:29]=2)[C:8]2[O:9][C:10]3[CH:17]=[CH:16][C:15]([O:18][CH2:19][C:20]4[CH:25]=[CH:24][N:23]=[C:22]([F:26])[CH:21]=4)=[CH:14][C:11]=3[C:12]=2[CH3:13])[CH2:6][CH2:5][CH2:4][CH2:3][CH2:2]1.[OH-].[Na+]. (4) Given the product [CH3:61][C:60]1[C:55]([NH:53][CH:50]2[CH2:51][CH2:52][O:47][CH2:48][CH2:49]2)=[N:56][CH:57]=[CH:58][C:59]=1[C:62]([O:64][CH3:65])=[O:63], predict the reactants needed to synthesize it. The reactants are: C1(C2C3C(=CC=CC=3)C=CC=2P(C2C=CC=CC=2)C2C=CC=CC=2)C2C(=CC=CC=2)C=CC=1P(C1C=CC=CC=1)C1C=CC=CC=1.[O:47]1[CH2:52][CH2:51][CH:50]([NH2:53])[CH2:49][CH2:48]1.Cl[C:55]1[C:60]([CH3:61])=[C:59]([C:62]([O:64][CH3:65])=[O:63])[CH:58]=[CH:57][N:56]=1.C([O-])([O-])=O.[Cs+].[Cs+].